From a dataset of Catalyst prediction with 721,799 reactions and 888 catalyst types from USPTO. Predict which catalyst facilitates the given reaction. (1) Reactant: [CH2:1]([NH:3][C:4]1[CH:5]=[C:6]([OH:11])[CH:7]=[CH:8][C:9]=1[CH3:10])[CH3:2].[CH:12]([C:14]1[CH:24]=[CH:23][C:17]([O:18][CH2:19][C:20]([OH:22])=[O:21])=[CH:16][CH:15]=1)=O.[CH2:25]([N:27]1[C:36]2[C:31](=[CH:32][CH:33]=[C:34](O)[CH:35]=2)[C:30](C)=CC1(C)C)[CH3:26]. Product: [CH2:1]([NH:3][C:4]1[C:9]([CH3:10])=[CH:8][C:7]2[C:12]([C:14]3[CH:24]=[CH:23][C:17]([O:18][CH2:19][C:20]([OH:22])=[O:21])=[CH:16][CH:15]=3)=[C:33]3[C:34]([O:11][C:6]=2[CH:5]=1)=[CH:35][C:36](=[N:27][CH2:25][CH3:26])[C:31]([CH3:30])=[CH:32]3)[CH3:2]. The catalyst class is: 5. (2) Reactant: [BH4-].[Na+].C(O)C.[Cl-].[Ca+2].[Cl-].[CH3:9][O:10][CH2:11][CH2:12][CH2:13][CH2:14][N:15]1[C:19]2[CH:20]=[CH:21][CH:22]=[CH:23][C:18]=2[N:17]=[C:16]1[C:24]([N:26]([CH2:44][CH:45]([CH3:47])[CH3:46])[C@@H:27]1[CH2:32][N:31]([C:33]([O:35][C:36]([CH3:39])([CH3:38])[CH3:37])=[O:34])[CH2:30][C@H:29]([C:40](OC)=[O:41])[CH2:28]1)=[O:25]. Product: [OH:41][CH2:40][C@@H:29]1[CH2:28][C@H:27]([N:26]([C:24]([C:16]2[N:15]([CH2:14][CH2:13][CH2:12][CH2:11][O:10][CH3:9])[C:19]3[CH:20]=[CH:21][CH:22]=[CH:23][C:18]=3[N:17]=2)=[O:25])[CH2:44][CH:45]([CH3:47])[CH3:46])[CH2:32][N:31]([C:33]([O:35][C:36]([CH3:38])([CH3:37])[CH3:39])=[O:34])[CH2:30]1. The catalyst class is: 299. (3) Reactant: [CH3:1][S:2](Cl)(=[O:4])=[O:3].CCN(CC)CC.[CH3:13][CH:14]([C:16]1[O:17][C:18]2[C:24]([CH2:25][OH:26])=[CH:23][C:22]([S:27]([CH3:30])(=[O:29])=[O:28])=[CH:21][C:19]=2[CH:20]=1)[CH3:15]. Product: [CH3:1][S:2]([O:26][CH2:25][C:24]1[C:18]2[O:17][C:16]([CH:14]([CH3:13])[CH3:15])=[CH:20][C:19]=2[CH:21]=[C:22]([S:27]([CH3:30])(=[O:28])=[O:29])[CH:23]=1)(=[O:4])=[O:3]. The catalyst class is: 2. (4) Reactant: [H-].[Na+].[CH3:3][N:4]([CH3:10])[CH2:5][CH:6]([OH:9])[CH2:7][OH:8].[CH2:11](Br)[CH2:12][CH2:13][CH2:14][CH2:15][CH2:16][CH2:17][CH2:18][CH2:19][CH2:20][CH2:21][CH2:22][CH2:23][CH3:24]. Product: [CH2:11]([O:8][CH2:7][CH:6]([O:9][CH2:24][CH2:23][CH2:22][CH2:21][CH2:20][CH2:19][CH2:18][CH2:17][CH2:16][CH2:15][CH2:14][CH2:13][CH2:12][CH3:11])[CH2:5][N:4]([CH3:10])[CH3:3])[CH2:12][CH2:13][CH2:14][CH2:15][CH2:16][CH2:17][CH2:18][CH2:19][CH2:20][CH2:21][CH2:22][CH2:23][CH3:24]. The catalyst class is: 18.